This data is from Full USPTO retrosynthesis dataset with 1.9M reactions from patents (1976-2016). The task is: Predict the reactants needed to synthesize the given product. (1) Given the product [CH3:22][N:7]1[C:6]2[CH:23]=[C:2]([O:1][C:27]3[C:28]([Br:32])=[CH:29][C:30]([Br:31])=[C:25]([Br:24])[N:26]=3)[CH:3]=[CH:4][C:5]=2[N:9]=[C:8]1[CH2:10][O:11][C:12]1[CH:13]=[C:14]([CH:19]=[CH:20][CH:21]=1)[C:15]([O:17][CH3:18])=[O:16], predict the reactants needed to synthesize it. The reactants are: [OH:1][C:2]1[CH:3]=[CH:4][C:5]2[N:9]=[C:8]([CH2:10][O:11][C:12]3[CH:13]=[C:14]([CH:19]=[CH:20][CH:21]=3)[C:15]([O:17][CH3:18])=[O:16])[N:7]([CH3:22])[C:6]=2[CH:23]=1.[Br:24][C:25]1[C:30]([Br:31])=[CH:29][C:28]([Br:32])=[C:27](F)[N:26]=1.N1C2C(=CC=C3C=2N=CC=C3)C=CC=1.C(=O)([O-])[O-].[Cs+].[Cs+]. (2) Given the product [O:19]=[C:17]1[C:4]2([CH2:9][CH2:8][N:7]([C:10]([O:12][C:13]([CH3:16])([CH3:15])[CH3:14])=[O:11])[CH2:6][CH2:5]2)[CH2:3][CH2:1][NH:2]1, predict the reactants needed to synthesize it. The reactants are: [C:1]([CH2:3][C:4]1([C:17]([O:19]C)=O)[CH2:9][CH2:8][N:7]([C:10]([O:12][C:13]([CH3:16])([CH3:15])[CH3:14])=[O:11])[CH2:6][CH2:5]1)#[N:2].[H][H]. (3) Given the product [C:4]([O:3][C:1](=[O:2])[NH:29][C@H:25]([C:24]1[CH:23]=[CH:28][CH:27]=[CH:18][CH:30]=1)[C:45]([NH:31][C:32]1[CH:33]=[C:34]2[C:39](=[CH:40][CH:41]=1)[CH:38]=[N:37][CH:36]=[CH:35]2)=[O:46])([CH3:7])([CH3:6])[CH3:5], predict the reactants needed to synthesize it. The reactants are: [C:1]([C@H](C1C=CC=CC=1)C(O)=O)([O:3][C:4]([CH3:7])([CH3:6])[CH3:5])=[O:2].[CH2:18](Cl)CCl.C[C:23]1[CH:28]=[CH:27]N=[C:25]([NH2:29])[C:24]=1[CH3:30].[NH2:31][C:32]1[CH:33]=[C:34]2[C:39](=[CH:40][CH:41]=1)[CH:38]=[N:37][CH:36]=[CH:35]2.CN([CH:45]=[O:46])C. (4) The reactants are: [Br:1][C:2]1[C:3](=[O:13])[N:4]([C:9]([CH3:12])([CH3:11])[CH3:10])[N:5]=[CH:6][C:7]=1Br.C(SC1C(=O)NN=CC=1)C1C=CC=CC=1.[F:29][CH2:30][CH2:31][O:32][CH2:33][C:34]1[CH:39]=[CH:38][C:37]([CH2:40][OH:41])=[CH:36][CH:35]=1.C(=O)([O-])[O-].[Cs+].[Cs+]. Given the product [Br:1][C:2]1[C:3](=[O:13])[N:4]([C:9]([CH3:12])([CH3:11])[CH3:10])[N:5]=[CH:6][C:7]=1[O:41][CH2:40][C:37]1[CH:38]=[CH:39][C:34]([CH2:33][O:32][CH2:31][CH2:30][F:29])=[CH:35][CH:36]=1, predict the reactants needed to synthesize it. (5) Given the product [NH2:7][CH2:8][CH2:9][NH:10][C:11]1[C:20]2[C:15](=[CH:16][C:17]([Cl:21])=[CH:18][CH:19]=2)[N:14]=[C:13]([C:22]2[CH:27]=[CH:26][CH:25]=[CH:24][C:23]=2[OH:28])[N:12]=1, predict the reactants needed to synthesize it. The reactants are: C(OC(=O)[NH:7][CH2:8][CH2:9][NH:10][C:11]1[C:20]2[C:15](=[CH:16][C:17]([Cl:21])=[CH:18][CH:19]=2)[N:14]=[C:13]([C:22]2[CH:27]=[CH:26][CH:25]=[CH:24][C:23]=2[OH:28])[N:12]=1)(C)(C)C.FC(F)(F)C(O)=O.C(=O)(O)[O-].[Na+].